Dataset: Full USPTO retrosynthesis dataset with 1.9M reactions from patents (1976-2016). Task: Predict the reactants needed to synthesize the given product. Given the product [C:8](=[O:9])([O:7][C:1]1[CH:6]=[CH:5][CH:4]=[CH:3][CH:2]=1)[O:7][C:1]1[CH:6]=[CH:5][CH:4]=[CH:3][CH:2]=1, predict the reactants needed to synthesize it. The reactants are: [C:1]1([OH:7])[CH:6]=[CH:5][CH:4]=[CH:3][CH:2]=1.[C:8](Cl)(Cl)=[O:9].